The task is: Predict hERG channel inhibition at various concentrations.. This data is from hERG Central: cardiac toxicity at 1µM, 10µM, and general inhibition. (1) The compound is O=C(OCC(=O)N1CCN(C(=O)c2ccco2)CC1)c1ccccc1C(=O)c1ccc(Cl)cc1. Results: hERG_inhib (hERG inhibition (general)): blocker. (2) Results: hERG_inhib (hERG inhibition (general)): blocker. The drug is Cc1cc(N2CCCN(C)CC2)nc2cc(Cl)ccc12. (3) The molecule is Cc1ccc(C(=O)c2coc3ccc(O)c(CN(C)C)c23)cc1.Cl. Results: hERG_inhib (hERG inhibition (general)): blocker.